From a dataset of Catalyst prediction with 721,799 reactions and 888 catalyst types from USPTO. Predict which catalyst facilitates the given reaction. (1) Reactant: [O:1]=[C:2]([N:10]1[CH2:15][CH2:14][CH2:13][CH2:12][CH:11]1[C:16]([O:18]C)=[O:17])[C:3](=[O:9])[C:4]([CH3:8])([CH3:7])[CH2:5][CH3:6].[Li+].[OH-].CO.Cl. Product: [O:1]=[C:2]([N:10]1[CH2:15][CH2:14][CH2:13][CH2:12][CH:11]1[C:16]([OH:18])=[O:17])[C:3](=[O:9])[C:4]([CH3:7])([CH3:8])[CH2:5][CH3:6]. The catalyst class is: 6. (2) Reactant: [CH:1]([C:4]1[CH:5]=[C:6]2[C:11](=[C:12]([C:14]3[CH:15]=[C:16]([CH:20]=[C:21]([C:24]4[CH:29]=[CH:28][C:27]([S:30]([CH3:33])(=[O:32])=[O:31])=[CH:26][CH:25]=4)[C:22]#[N:23])[CH:17]=[CH:18][CH:19]=3)[CH:13]=1)[N:10]=[CH:9][CH:8]=[CH:7]2)([CH3:3])[CH3:2]. Product: [CH:1]([C:4]1[CH:5]=[C:6]2[C:11](=[C:12]([C:14]3[CH:15]=[C:16]([CH2:20][CH:21]([C:24]4[CH:25]=[CH:26][C:27]([S:30]([CH3:33])(=[O:32])=[O:31])=[CH:28][CH:29]=4)[C:22]#[N:23])[CH:17]=[CH:18][CH:19]=3)[CH:13]=1)[N:10]=[CH:9][CH:8]=[CH:7]2)([CH3:3])[CH3:2]. The catalyst class is: 45. (3) Product: [N+:1]([C:4]1[CH:12]=[CH:11][CH:10]=[C:9]2[C:5]=1[CH2:6][CH2:7][CH:8]2[OH:13])([O-:3])=[O:2]. The catalyst class is: 8. Reactant: [N+:1]([C:4]1[CH:12]=[CH:11][CH:10]=[C:9]2[C:5]=1[CH2:6][CH2:7][C:8]2=[O:13])([O-:3])=[O:2].[Na]. (4) Reactant: Br[C:2]1[CH:29]=[CH:28][C:5]2[N:6]([C:9]([C:22]3[CH:27]=[CH:26][CH:25]=[CH:24][CH:23]=3)([C:16]3[CH:21]=[CH:20][CH:19]=[CH:18][CH:17]=3)[C:10]3[CH:15]=[CH:14][CH:13]=[CH:12][CH:11]=3)[N:7]=[N:8][C:4]=2[CH:3]=1.[CH2:30]([N:37]([CH2:44][C:45]1[CH:50]=[CH:49][CH:48]=[C:47](B)[CH:46]=1)[CH2:38][CH2:39][CH2:40][N:41]([CH3:43])[CH3:42])[C:31]1[CH:36]=[CH:35][CH:34]=[CH:33][CH:32]=1.C(=O)([O-])[O-].[Cs+].[Cs+].O.C(Cl)Cl. Product: [CH2:30]([N:37]([CH2:44][C:45]1[CH:50]=[CH:49][CH:48]=[C:47]([C:2]2[CH:29]=[CH:28][C:5]3[N:6]([C:9]([C:10]4[CH:15]=[CH:14][CH:13]=[CH:12][CH:11]=4)([C:16]4[CH:17]=[CH:18][CH:19]=[CH:20][CH:21]=4)[C:22]4[CH:27]=[CH:26][CH:25]=[CH:24][CH:23]=4)[N:7]=[N:8][C:4]=3[CH:3]=2)[CH:46]=1)[CH2:38][CH2:39][CH2:40][N:41]([CH3:43])[CH3:42])[C:31]1[CH:36]=[CH:35][CH:34]=[CH:33][CH:32]=1. The catalyst class is: 472. (5) Reactant: [Cl-].[Cl-].[Cl-].[Al+3].[C:5](=[O:16])([S:7][C:8]1[CH:13]=[CH:12][CH:11]=[C:10]([O:14][CH3:15])[CH:9]=1)[CH3:6].Cl[C:18](=[O:30])[CH2:19][C:20]1[CH:29]=[CH:28][C:23]([C:24]([O:26][CH3:27])=[O:25])=[CH:22][CH:21]=1.Cl. Product: [C:5]([S:7][C:8]1[CH:9]=[C:10]([O:14][CH3:15])[CH:11]=[CH:12][C:13]=1[C:18](=[O:30])[CH2:19][C:20]1[CH:21]=[CH:22][C:23]([C:24]([O:26][CH3:27])=[O:25])=[CH:28][CH:29]=1)(=[O:16])[CH3:6]. The catalyst class is: 2. (6) Reactant: Br[C:2]1[CH:7]=[CH:6][C:5]([F:8])=[CH:4][CH:3]=1.[Li]C(C)(C)C.[Sn:14](Cl)([CH2:23][CH2:24][CH2:25][CH3:26])([CH2:19][CH2:20][CH2:21][CH3:22])[CH2:15][CH2:16][CH2:17][CH3:18]. Product: [CH2:23]([Sn:14]([CH2:15][CH2:16][CH2:17][CH3:18])([CH2:19][CH2:20][CH2:21][CH3:22])[C:2]1[CH:7]=[CH:6][C:5]([F:8])=[CH:4][CH:3]=1)[CH2:24][CH2:25][CH3:26]. The catalyst class is: 28. (7) Reactant: [CH3:1][C:2]1[CH:3]=[CH:4][C:5]([N:8]([CH:16]2[CH2:21][CH2:20][N:19]([CH2:22][CH2:23][C:24]3([CH2:30][CH2:31][CH2:32][C:33]([O:35]C)=[O:34])[CH2:29][CH2:28][CH2:27][CH2:26][CH2:25]3)[CH2:18][CH2:17]2)[C:9]([C:11]2[O:12][CH:13]=[CH:14][CH:15]=2)=[O:10])=[N:6][CH:7]=1.[OH-].[Na+].O.C(O)(=O)C. Product: [CH3:1][C:2]1[CH:3]=[CH:4][C:5]([N:8]([CH:16]2[CH2:21][CH2:20][N:19]([CH2:22][CH2:23][C:24]3([CH2:30][CH2:31][CH2:32][C:33]([OH:35])=[O:34])[CH2:29][CH2:28][CH2:27][CH2:26][CH2:25]3)[CH2:18][CH2:17]2)[C:9]([C:11]2[O:12][CH:13]=[CH:14][CH:15]=2)=[O:10])=[N:6][CH:7]=1. The catalyst class is: 5. (8) Product: [Br:12][CH2:13][C:14]([NH:6][C:5]1[CH:7]=[CH:8][CH:9]=[C:3]([C:2]([F:10])([F:11])[F:1])[CH:4]=1)=[O:15]. Reactant: [F:1][C:2]([F:11])([F:10])[C:3]1[CH:4]=[C:5]([CH:7]=[CH:8][CH:9]=1)[NH2:6].[Br:12][CH2:13][C:14](Br)=[O:15].C(=O)([O-])O.[Na+].O. The catalyst class is: 2. (9) Reactant: [OH:1][C:2]1[CH:7]=[C:6]([CH3:8])[C:5]([C:9]2[CH:14]=[CH:13][CH:12]=[C:11]([CH:15]=[O:16])[CH:10]=2)=[C:4]([CH3:17])[CH:3]=1.CO.[BH4-].[Na+]. Product: [OH:16][CH2:15][C:11]1[CH:10]=[C:9]([C:5]2[C:4]([CH3:17])=[CH:3][C:2]([OH:1])=[CH:7][C:6]=2[CH3:8])[CH:14]=[CH:13][CH:12]=1. The catalyst class is: 7.